From a dataset of Catalyst prediction with 721,799 reactions and 888 catalyst types from USPTO. Predict which catalyst facilitates the given reaction. (1) Reactant: [C:1](#[N:8])[C:2]1[CH:7]=[CH:6][CH:5]=[CH:4][CH:3]=1.C(=O)([O-])[O-].[K+].[K+].Cl.[NH2:16][OH:17]. Product: [OH:17]/[N:16]=[C:1](/[NH2:8])\[C:2]1[CH:7]=[CH:6][CH:5]=[CH:4][CH:3]=1. The catalyst class is: 5. (2) Reactant: [Cl:1][C:2]1[C:3]([F:19])=[C:4]([C:8]2[O:12][N:11]=[C:10]([C:13]([O:15]CC)=[O:14])[C:9]=2[CH3:18])[CH:5]=[CH:6][CH:7]=1.Cl.NO. Product: [Cl:1][C:2]1[C:3]([F:19])=[C:4]([C:8]2[O:12][N:11]=[C:10]([C:13]([OH:15])=[O:14])[C:9]=2[CH3:18])[CH:5]=[CH:6][CH:7]=1. The catalyst class is: 14.